This data is from Peptide-MHC class II binding affinity with 134,281 pairs from IEDB. The task is: Regression. Given a peptide amino acid sequence and an MHC pseudo amino acid sequence, predict their binding affinity value. This is MHC class II binding data. (1) The peptide sequence is MAEMKTDAATLAQEA. The MHC is HLA-DQA10102-DQB10602 with pseudo-sequence HLA-DQA10102-DQB10602. The binding affinity (normalized) is 0.430. (2) The peptide sequence is SQDLELSPNLNGLQAY. The MHC is DRB1_0401 with pseudo-sequence DRB1_0401. The binding affinity (normalized) is 0.161. (3) The peptide sequence is RIDFHWLMLNPNDTVTFS. The binding affinity (normalized) is 0. The MHC is DRB1_0801 with pseudo-sequence DRB1_0801. (4) The peptide sequence is YLNTSEFRNDWILES. The binding affinity (normalized) is 0.279. The MHC is DRB1_0101 with pseudo-sequence DRB1_0101. (5) The peptide sequence is WKTWGKNLVFSPGRK. The MHC is DRB3_0301 with pseudo-sequence DRB3_0301. The binding affinity (normalized) is 0.508. (6) The peptide sequence is DCISIGPGSTGLNIT. The MHC is DRB1_0401 with pseudo-sequence DRB1_0401. The binding affinity (normalized) is 0.225.